From a dataset of NCI-60 drug combinations with 297,098 pairs across 59 cell lines. Regression. Given two drug SMILES strings and cell line genomic features, predict the synergy score measuring deviation from expected non-interaction effect. (1) Drug 1: CC(C1=C(C=CC(=C1Cl)F)Cl)OC2=C(N=CC(=C2)C3=CN(N=C3)C4CCNCC4)N. Drug 2: CC1CCC2CC(C(=CC=CC=CC(CC(C(=O)C(C(C(=CC(C(=O)CC(OC(=O)C3CCCCN3C(=O)C(=O)C1(O2)O)C(C)CC4CCC(C(C4)OC)O)C)C)O)OC)C)C)C)OC. Cell line: UACC62. Synergy scores: CSS=23.8, Synergy_ZIP=-4.00, Synergy_Bliss=2.87, Synergy_Loewe=1.98, Synergy_HSA=4.54. (2) Drug 1: CC1=C(C=C(C=C1)NC(=O)C2=CC=C(C=C2)CN3CCN(CC3)C)NC4=NC=CC(=N4)C5=CN=CC=C5. Drug 2: N.N.Cl[Pt+2]Cl. Cell line: NCIH23. Synergy scores: CSS=47.2, Synergy_ZIP=-1.27, Synergy_Bliss=-3.04, Synergy_Loewe=-13.8, Synergy_HSA=-2.61. (3) Drug 1: C1=C(C(=O)NC(=O)N1)N(CCCl)CCCl. Drug 2: CCCCCOC(=O)NC1=NC(=O)N(C=C1F)C2C(C(C(O2)C)O)O. Cell line: BT-549. Synergy scores: CSS=34.8, Synergy_ZIP=8.03, Synergy_Bliss=6.36, Synergy_Loewe=-15.1, Synergy_HSA=4.96. (4) Drug 1: C1=CN(C(=O)N=C1N)C2C(C(C(O2)CO)O)O.Cl. Drug 2: CCCCC(=O)OCC(=O)C1(CC(C2=C(C1)C(=C3C(=C2O)C(=O)C4=C(C3=O)C=CC=C4OC)O)OC5CC(C(C(O5)C)O)NC(=O)C(F)(F)F)O. Cell line: SK-MEL-28. Synergy scores: CSS=58.4, Synergy_ZIP=-1.45, Synergy_Bliss=-2.16, Synergy_Loewe=-0.461, Synergy_HSA=1.17.